This data is from Retrosynthesis with 50K atom-mapped reactions and 10 reaction types from USPTO. The task is: Predict the reactants needed to synthesize the given product. (1) Given the product CC(C)C[C@H]1C(=O)N[C@@H](C2CC2)CN1C(=O)c1cc(-c2ccc(F)cc2)on1, predict the reactants needed to synthesize it. The reactants are: CC(C)C[C@@H]1NC[C@H](C2CC2)NC1=O.O=C(O)c1cc(-c2ccc(F)cc2)on1. (2) Given the product Cc1cccc(-c2ccc([C@H](C)N3CC[C@](CCCO)(c4ccc(F)cc4)OC3=O)cc2)n1, predict the reactants needed to synthesize it. The reactants are: C[C@@H](c1ccc(Br)cc1)N1CC[C@](CCCO)(c2ccc(F)cc2)OC1=O.Cc1cccc(B(O)O)n1. (3) The reactants are: Nc1ccc(SCC(F)(F)F)cc1[N+](=O)[O-]. Given the product Nc1ccc(SCC(F)(F)F)cc1N, predict the reactants needed to synthesize it.